Task: Predict the reaction yield, written as a fraction of the theoretical maximum amount of product (1.0 means a 100% yield; for example, 0.34 means a 34% yield).. Dataset: Reaction yield outcomes from USPTO patents with 853,638 reactions (1) The reactants are [CH2:1]([NH:8][C:9]([C:28]1([C:31]([O:33]C)=[O:32])[CH2:30][CH2:29]1)([C:14]1[CH:19]=[CH:18][C:17]([O:20][CH2:21][CH2:22][CH2:23][C:24]([F:27])([F:26])[F:25])=[CH:16][CH:15]=1)[C:10]([F:13])([F:12])[F:11])[C:2]1[CH:7]=[CH:6][CH:5]=[CH:4][CH:3]=1.[I-].[Li+].Cl. The catalyst is N1C=CC=CC=1.O.CCOC(C)=O. The product is [CH2:1]([NH:8][C:9]([C:28]1([C:31]([OH:33])=[O:32])[CH2:29][CH2:30]1)([C:14]1[CH:19]=[CH:18][C:17]([O:20][CH2:21][CH2:22][CH2:23][C:24]([F:25])([F:26])[F:27])=[CH:16][CH:15]=1)[C:10]([F:13])([F:12])[F:11])[C:2]1[CH:7]=[CH:6][CH:5]=[CH:4][CH:3]=1. The yield is 0.840. (2) The reactants are [F:1][C:2]1[CH:7]=[CH:6][CH:5]=[C:4]([O:8][CH3:9])[C:3]=1[OH:10].F[C:12]1[CH:17]=[CH:16][CH:15]=[CH:14][C:13]=1[N+:18]([O-:20])=[O:19].FC1C=CC=C([O:36][CH3:37])C=1OC1C=CC=CC=1N.[NH2:38][C:39]1[S:40][CH:41]=[CH:42][N:43]=1. No catalyst specified. The product is [F:1][C:2]1[CH:7]=[CH:6][CH:5]=[C:4]([O:8][CH3:9])[C:3]=1[O:10][C:12]1[CH:17]=[CH:16][CH:15]=[CH:14][C:13]=1[N+:18]([O-:20])=[O:19].[S:40]1[CH:41]=[CH:42][N:43]=[C:39]1[NH:38][C:37](=[O:36])[NH2:18]. The yield is 0.640. (3) The reactants are [F:1][C:2]1[CH:9]=[CH:8][C:5]([C:6]#N)=[CH:4][C:3]=1[C:10]1[N:14]2[CH:15]=[C:16]([C:19]3[N:26]4[C:22]([O:23][CH:24]=[CH:25]4)=[N:21][C:20]=3[C:27]3[CH:32]=[CH:31][C:30]([F:33])=[CH:29][CH:28]=3)[CH:17]=[CH:18][C:13]2=[N:12][N:11]=1.[NH4+].[OH-:35].[OH-:36].[Na+].N. The catalyst is O. The product is [F:1][C:2]1[CH:9]=[CH:8][C:5]([C:6]([OH:36])=[O:35])=[CH:4][C:3]=1[C:10]1[N:14]2[CH:15]=[C:16]([C:19]3[N:26]4[C:22]([O:23][CH:24]=[CH:25]4)=[N:21][C:20]=3[C:27]3[CH:32]=[CH:31][C:30]([F:33])=[CH:29][CH:28]=3)[CH:17]=[CH:18][C:13]2=[N:12][N:11]=1. The yield is 0.230.